Regression. Given two drug SMILES strings and cell line genomic features, predict the synergy score measuring deviation from expected non-interaction effect. From a dataset of NCI-60 drug combinations with 297,098 pairs across 59 cell lines. (1) Cell line: OVCAR-5. Drug 1: CCC(=C(C1=CC=CC=C1)C2=CC=C(C=C2)OCCN(C)C)C3=CC=CC=C3.C(C(=O)O)C(CC(=O)O)(C(=O)O)O. Synergy scores: CSS=1.93, Synergy_ZIP=7.80, Synergy_Bliss=7.00, Synergy_Loewe=0.407, Synergy_HSA=2.16. Drug 2: COC1=NC(=NC2=C1N=CN2C3C(C(C(O3)CO)O)O)N. (2) Drug 1: C(=O)(N)NO. Drug 2: CN(CC1=CN=C2C(=N1)C(=NC(=N2)N)N)C3=CC=C(C=C3)C(=O)NC(CCC(=O)O)C(=O)O. Cell line: A549. Synergy scores: CSS=53.2, Synergy_ZIP=8.86, Synergy_Bliss=7.52, Synergy_Loewe=-50.6, Synergy_HSA=5.63. (3) Synergy scores: CSS=23.7, Synergy_ZIP=4.88, Synergy_Bliss=6.60, Synergy_Loewe=-24.9, Synergy_HSA=3.16. Cell line: HT29. Drug 2: C1=NC2=C(N=C(N=C2N1C3C(C(C(O3)CO)O)O)F)N. Drug 1: CCC1(CC2CC(C3=C(CCN(C2)C1)C4=CC=CC=C4N3)(C5=C(C=C6C(=C5)C78CCN9C7C(C=CC9)(C(C(C8N6C=O)(C(=O)OC)O)OC(=O)C)CC)OC)C(=O)OC)O.OS(=O)(=O)O. (4) Drug 1: C1=CC(=C2C(=C1NCCNCCO)C(=O)C3=C(C=CC(=C3C2=O)O)O)NCCNCCO. Drug 2: C1CCC(CC1)NC(=O)N(CCCl)N=O. Cell line: RXF 393. Synergy scores: CSS=19.8, Synergy_ZIP=-5.51, Synergy_Bliss=-2.42, Synergy_Loewe=-2.92, Synergy_HSA=1.67. (5) Drug 1: CC=C1C(=O)NC(C(=O)OC2CC(=O)NC(C(=O)NC(CSSCCC=C2)C(=O)N1)C(C)C)C(C)C. Drug 2: CC(C)(C#N)C1=CC(=CC(=C1)CN2C=NC=N2)C(C)(C)C#N. Cell line: HCT-15. Synergy scores: CSS=5.38, Synergy_ZIP=12.8, Synergy_Bliss=24.1, Synergy_Loewe=-0.868, Synergy_HSA=3.26. (6) Drug 1: C1CC(C1)(C(=O)O)C(=O)O.[NH2-].[NH2-].[Pt+2]. Drug 2: CC1CCCC2(C(O2)CC(NC(=O)CC(C(C(=O)C(C1O)C)(C)C)O)C(=CC3=CSC(=N3)C)C)C. Cell line: BT-549. Synergy scores: CSS=38.3, Synergy_ZIP=-2.69, Synergy_Bliss=-5.49, Synergy_Loewe=-16.2, Synergy_HSA=-2.76. (7) Drug 1: COC1=C(C=C2C(=C1)N=CN=C2NC3=CC(=C(C=C3)F)Cl)OCCCN4CCOCC4. Drug 2: CN(CC1=CN=C2C(=N1)C(=NC(=N2)N)N)C3=CC=C(C=C3)C(=O)NC(CCC(=O)O)C(=O)O. Cell line: SW-620. Synergy scores: CSS=33.4, Synergy_ZIP=1.31, Synergy_Bliss=4.13, Synergy_Loewe=-0.762, Synergy_HSA=7.15. (8) Drug 1: C1C(C(OC1N2C=NC3=C(N=C(N=C32)Cl)N)CO)O. Drug 2: C1=NC2=C(N1)C(=S)N=CN2. Cell line: BT-549. Synergy scores: CSS=39.4, Synergy_ZIP=-9.83, Synergy_Bliss=-7.62, Synergy_Loewe=-3.16, Synergy_HSA=-1.01.